Dataset: Forward reaction prediction with 1.9M reactions from USPTO patents (1976-2016). Task: Predict the product of the given reaction. (1) The product is: [NH2:1][C:2]1[C:3]2[C:11](=[O:12])[CH:10]=[CH:9][N:8]([CH:28]([C:26]3[C:25]([O:31][CH3:32])=[C:24]([CH:33]4[CH2:34][N:35]([C:37]([O:39][C:40]([CH3:42])([CH3:41])[CH3:43])=[O:38])[CH2:36]4)[C:23]([CH3:44])=[C:22]([Cl:21])[CH:27]=3)[CH3:29])[C:4]=2[N:5]=[CH:6][N:7]=1. Given the reactants [NH2:1][C:2]1[C:3]2[C:11](=[O:12])[CH:10]=[CH:9][NH:8][C:4]=2[N:5]=[CH:6][N:7]=1.C(=O)([O-])[O-].[Cs+].[Cs+].[I-].[K+].[Cl:21][C:22]1[C:23]([CH3:44])=[C:24]([CH:33]2[CH2:36][N:35]([C:37]([O:39][C:40]([CH3:43])([CH3:42])[CH3:41])=[O:38])[CH2:34]2)[C:25]([O:31][CH3:32])=[C:26]([CH:28](Cl)[CH3:29])[CH:27]=1, predict the reaction product. (2) Given the reactants [CH3:1][N:2]1[C:10]2[C:5](=[CH:6][CH:7]=[CH:8][CH:9]=2)[CH:4]=[C:3]1[C:11]([O:13]CC)=O.[CH3:16][NH2:17], predict the reaction product. The product is: [CH3:16][NH:17][C:11]([C:3]1[N:2]([CH3:1])[C:10]2[C:5]([CH:4]=1)=[CH:6][CH:7]=[CH:8][CH:9]=2)=[O:13]. (3) Given the reactants [CH2:1]([S:5]([NH:8][C@@H:9]([C:12]([OH:14])=[O:13])[CH2:10][OH:11])(=[O:7])=[O:6])[CH2:2][CH2:3][CH3:4].[NH2:15][C@H:16]([C:18]([OH:20])=O)[CH3:17].[CH2:21](Cl)CCl.O[N:26]1[C:30]2C=CC=CC=2N=N1.[N:35]1[C:40](C)=[CH:39][C:38](C)=[CH:37][C:36]=1[CH3:43], predict the reaction product. The product is: [CH2:1]([S:5]([NH:8][C@@H:9]([C:12]([OH:14])=[O:13])[CH2:10][OH:11])(=[O:6])=[O:7])[CH2:2][CH2:3][CH3:4].[C:30]([C:40]1[CH:39]=[CH:38][C:37]([CH2:36][NH:43][C:18](=[O:20])[C@H:16]([CH3:17])[NH2:15])=[CH:21][CH:35]=1)#[N:26]. (4) Given the reactants [F:1][C:2]1[CH:3]=[C:4]([CH:8]=[CH:9][CH:10]=1)[C:5]([OH:7])=O.[C:11]([C:15]1[N:20]=[C:19]([N:21]2[CH2:26][CH2:25][N:24]([CH2:27][CH2:28][CH2:29][CH2:30][NH2:31])[CH2:23][CH2:22]2)[CH:18]=[C:17]([CH:32]2[CH2:35][CH2:34][CH2:33]2)[N:16]=1)([CH3:14])([CH3:13])[CH3:12].C(N(C(C)C)CC)(C)C.OC1C2N=NNC=2C=CC=1.Cl.C(N=C=NCCCN(C)C)C, predict the reaction product. The product is: [C:11]([C:15]1[N:20]=[C:19]([N:21]2[CH2:22][CH2:23][N:24]([CH2:27][CH2:28][CH2:29][CH2:30][NH:31][C:5](=[O:7])[C:4]3[CH:8]=[CH:9][CH:10]=[C:2]([F:1])[CH:3]=3)[CH2:25][CH2:26]2)[CH:18]=[C:17]([CH:32]2[CH2:35][CH2:34][CH2:33]2)[N:16]=1)([CH3:14])([CH3:12])[CH3:13].